Dataset: Microsomal clearance measurements from AstraZeneca. Task: Regression/Classification. Given a drug SMILES string, predict its absorption, distribution, metabolism, or excretion properties. Task type varies by dataset: regression for continuous measurements (e.g., permeability, clearance, half-life) or binary classification for categorical outcomes (e.g., BBB penetration, CYP inhibition). For this dataset (clearance_microsome_az), we predict log10(clearance) (log10 of the in vitro intrinsic clearance, CLint, in uL/min per mg of human liver microsomal protein, equivalently mL/min/g; values are censored to the assay range of 3 to 150, which is 0.477 to 2.18 on this log10 scale). The log10(clearance) is 1.00. The compound is NC(=O)c1c(OC2CCN(C[C@H](O)CNC(=O)c3c[nH]c(=O)c4ccccc34)CC2)ccc(Cl)c1Cl.